This data is from NCI-60 drug combinations with 297,098 pairs across 59 cell lines. The task is: Regression. Given two drug SMILES strings and cell line genomic features, predict the synergy score measuring deviation from expected non-interaction effect. (1) Drug 1: C1=CN(C(=O)N=C1N)C2C(C(C(O2)CO)O)O.Cl. Drug 2: C1C(C(OC1N2C=NC(=NC2=O)N)CO)O. Cell line: CAKI-1. Synergy scores: CSS=28.6, Synergy_ZIP=-0.0830, Synergy_Bliss=1.79, Synergy_Loewe=-1.28, Synergy_HSA=3.83. (2) Drug 1: C1=NC2=C(N=C(N=C2N1C3C(C(C(O3)CO)O)O)F)N. Drug 2: CC1=C2C(C(=O)C3(C(CC4C(C3C(C(C2(C)C)(CC1OC(=O)C(C(C5=CC=CC=C5)NC(=O)C6=CC=CC=C6)O)O)OC(=O)C7=CC=CC=C7)(CO4)OC(=O)C)O)C)OC(=O)C. Cell line: SNB-75. Synergy scores: CSS=4.21, Synergy_ZIP=-1.56, Synergy_Bliss=1.17, Synergy_Loewe=-3.04, Synergy_HSA=-0.0280. (3) Drug 1: CCCS(=O)(=O)NC1=C(C(=C(C=C1)F)C(=O)C2=CNC3=C2C=C(C=N3)C4=CC=C(C=C4)Cl)F. Drug 2: CC(C)NC(=O)C1=CC=C(C=C1)CNNC.Cl. Cell line: HT29. Synergy scores: CSS=48.1, Synergy_ZIP=8.09, Synergy_Bliss=5.84, Synergy_Loewe=-24.7, Synergy_HSA=3.61. (4) Synergy scores: CSS=36.4, Synergy_ZIP=1.24, Synergy_Bliss=1.47, Synergy_Loewe=-3.90, Synergy_HSA=0.588. Cell line: NCI/ADR-RES. Drug 1: CC1CCC2CC(C(=CC=CC=CC(CC(C(=O)C(C(C(=CC(C(=O)CC(OC(=O)C3CCCCN3C(=O)C(=O)C1(O2)O)C(C)CC4CCC(C(C4)OC)O)C)C)O)OC)C)C)C)OC. Drug 2: CC1=C(N=C(N=C1N)C(CC(=O)N)NCC(C(=O)N)N)C(=O)NC(C(C2=CN=CN2)OC3C(C(C(C(O3)CO)O)O)OC4C(C(C(C(O4)CO)O)OC(=O)N)O)C(=O)NC(C)C(C(C)C(=O)NC(C(C)O)C(=O)NCCC5=NC(=CS5)C6=NC(=CS6)C(=O)NCCC[S+](C)C)O.